This data is from Peptide-MHC class I binding affinity with 185,985 pairs from IEDB/IMGT. The task is: Regression. Given a peptide amino acid sequence and an MHC pseudo amino acid sequence, predict their binding affinity value. This is MHC class I binding data. (1) The peptide sequence is ISAEKTPIR. The MHC is HLA-A68:01 with pseudo-sequence HLA-A68:01. The binding affinity (normalized) is 0.481. (2) The binding affinity (normalized) is 0.776. The peptide sequence is LPSDFKTIL. The MHC is HLA-B07:02 with pseudo-sequence HLA-B07:02. (3) The peptide sequence is IFEDQLLPFMS. The MHC is H-2-Kb with pseudo-sequence H-2-Kb. The binding affinity (normalized) is 0.0465. (4) The peptide sequence is IDYVPLKSAT. The MHC is HLA-B40:02 with pseudo-sequence HLA-B40:02. The binding affinity (normalized) is 0. (5) The binding affinity (normalized) is 0.0847. The MHC is HLA-A02:19 with pseudo-sequence HLA-A02:19. The peptide sequence is EASTWLDIF. (6) The peptide sequence is DEFVADIPS. The MHC is HLA-B46:01 with pseudo-sequence HLA-B46:01. The binding affinity (normalized) is 0.0847. (7) The peptide sequence is KQITNELNY. The MHC is HLA-B15:01 with pseudo-sequence HLA-B15:01. The binding affinity (normalized) is 0.813. (8) The peptide sequence is MMMNWSPTT. The MHC is HLA-A02:02 with pseudo-sequence HLA-A02:02. The binding affinity (normalized) is 0.469. (9) The peptide sequence is AFGLFWLVW. The MHC is HLA-A11:01 with pseudo-sequence HLA-A11:01. The binding affinity (normalized) is 0.0847. (10) The peptide sequence is HYDQKLGSY. The MHC is HLA-A30:01 with pseudo-sequence HLA-A30:01. The binding affinity (normalized) is 0.203.